From a dataset of Reaction yield outcomes from USPTO patents with 853,638 reactions. Predict the reaction yield, written as a fraction of the theoretical maximum amount of product (1.0 means a 100% yield; for example, 0.34 means a 34% yield). (1) The reactants are Br[CH2:2][CH2:3][N:4]1[C:8]([CH2:9]Br)=[CH:7][C:6]([N+:11]([O-:13])=[O:12])=[N:5]1.[CH:14]1([NH2:17])[CH2:16][CH2:15]1. The catalyst is C1COCC1. The product is [CH:14]1([N:17]2[CH2:2][CH2:3][N:4]3[N:5]=[C:6]([N+:11]([O-:13])=[O:12])[CH:7]=[C:8]3[CH2:9]2)[CH2:16][CH2:15]1. The yield is 0.990. (2) The reactants are [Cl:1][C:2]1[N:7]=[CH:6][C:5]2[C:8]([NH2:30])=[N:9][N:10]([C:11]([C:24]3[CH:29]=[CH:28][CH:27]=[CH:26][CH:25]=3)([C:18]3[CH:23]=[CH:22][CH:21]=[CH:20][CH:19]=3)[C:12]3[CH:17]=[CH:16][CH:15]=[CH:14][CH:13]=3)[C:4]=2[CH:3]=1.Cl[C:32]([O:34][CH3:35])=[O:33]. The catalyst is C(Cl)Cl.N1C=CC=CC=1. The product is [Cl:1][C:2]1[N:7]=[CH:6][C:5]2[C:8]([NH:30][C:32](=[O:33])[O:34][CH3:35])=[N:9][N:10]([C:11]([C:18]3[CH:23]=[CH:22][CH:21]=[CH:20][CH:19]=3)([C:12]3[CH:13]=[CH:14][CH:15]=[CH:16][CH:17]=3)[C:24]3[CH:25]=[CH:26][CH:27]=[CH:28][CH:29]=3)[C:4]=2[CH:3]=1. The yield is 0.870. (3) The reactants are [Cl:1][C:2]1[CH:7]=[C:6]([Cl:8])[N:5]=[C:4]([N:9]2[CH2:14][CH2:13][O:12][CH2:11][CH2:10]2)[N:3]=1.C([Li])CCC.[O:20]1[CH2:24][CH2:23]OS1(=O)=O.Cl. The catalyst is C1COCC1. The product is [Cl:8][C:6]1[C:7]([CH2:23][CH2:24][OH:20])=[C:2]([Cl:1])[N:3]=[C:4]([N:9]2[CH2:14][CH2:13][O:12][CH2:11][CH2:10]2)[N:5]=1. The yield is 0.420. (4) The reactants are [CH:1]1([CH2:4][N:5]2[C:10](=[O:11])[C:9]([CH2:12]OS(C)(=O)=O)=[CH:8][C:7]([C:18]3[CH:23]=[CH:22][C:21]([O:24][CH3:25])=[C:20]([F:26])[CH:19]=3)=[N:6]2)[CH2:3][CH2:2]1.[N:27]1([C:33]([O:35][C:36]([CH3:39])([CH3:38])[CH3:37])=[O:34])[CH2:32][CH2:31][NH:30][CH2:29][CH2:28]1. No catalyst specified. The product is [C:36]([O:35][C:33]([N:27]1[CH2:32][CH2:31][N:30]([CH2:12][C:9]2[C:10](=[O:11])[N:5]([CH2:4][CH:1]3[CH2:3][CH2:2]3)[N:6]=[C:7]([C:18]3[CH:23]=[CH:22][C:21]([O:24][CH3:25])=[C:20]([F:26])[CH:19]=3)[CH:8]=2)[CH2:29][CH2:28]1)=[O:34])([CH3:39])([CH3:38])[CH3:37]. The yield is 0.989. (5) The reactants are Br[C:2]1[CH:3]=[C:4]2[C:9](=[CH:10][CH:11]=1)[CH:8]=[C:7]([O:12][CH2:13][CH2:14][CH2:15][N:16]1[CH2:21][CH2:20][CH2:19][CH2:18][CH2:17]1)[CH:6]=[CH:5]2.B1(B2OC(C)(C)C(C)(C)O2)OC(C)(C)[C:24](C)(C)O1.C([O-])(=O)C.[K+].ClCCl.Br[C:49]1[C:57]2[C:52](=[CH:53][CH:54]=[C:55]([C:58]#[N:59])[CH:56]=2)[N:51]([CH:60]2[CH2:65][CH2:64][CH2:63][CH2:62][O:61]2)N=1.P([O-])([O-])([O-])=O.[K+].[K+].[K+]. The catalyst is CN(C)C=O. The product is [N:16]1([CH2:15][CH2:14][CH2:13][O:12][C:7]2[CH:8]=[C:9]3[C:4](=[CH:5][CH:6]=2)[CH:3]=[C:2]([C:49]2[C:57]4[C:52](=[CH:53][CH:54]=[C:55]([C:58]#[N:59])[CH:56]=4)[N:51]([CH:60]4[CH2:65][CH2:64][CH2:63][CH2:62][O:61]4)[CH:24]=2)[CH:11]=[CH:10]3)[CH2:21][CH2:20][CH2:19][CH2:18][CH2:17]1. The yield is 0.390. (6) The reactants are Cl.Cl[CH:3]([C:8]1[C:9](=[O:17])[C:10]([OH:16])=[C:11]([CH3:15])[N:12]([CH3:14])[CH:13]=1)[C:4]([F:7])([F:6])[F:5].[NH:18]1[CH2:23][CH2:22][CH2:21][CH2:20][CH2:19]1. No catalyst specified. The product is [OH:16][C:10]1[C:9](=[O:17])[C:8]([CH:3]([N:18]2[CH2:23][CH2:22][CH2:21][CH2:20][CH2:19]2)[C:4]([F:7])([F:6])[F:5])=[CH:13][N:12]([CH3:14])[C:11]=1[CH3:15]. The yield is 0.730. (7) The reactants are [CH:1]([C:3]1[CH:12]=[CH:11][C:6]([C:7]([O:9][CH3:10])=[O:8])=[CH:5][C:4]=1[O:13][CH3:14])=O.Cl.[NH2:16]O.O.C(=O)([O-])O.[Na+]. The catalyst is C(O)=O. The product is [C:1]([C:3]1[CH:12]=[CH:11][C:6]([C:7]([O:9][CH3:10])=[O:8])=[CH:5][C:4]=1[O:13][CH3:14])#[N:16]. The yield is 0.910.